Dataset: Forward reaction prediction with 1.9M reactions from USPTO patents (1976-2016). Task: Predict the product of the given reaction. (1) Given the reactants [CH2:1]1[CH2:5][O:4][CH2:3][CH2:2]1.[C:6]([NH:9][C@H:10]([CH2:22][O:23][CH3:24])[C:11]([NH:13][CH2:14][C:15]1[CH:20]=[CH:19][C:18](I)=[CH:17][CH:16]=1)=[O:12])(=[O:8])[CH3:7].C(N(CC)CC)C.COCC#C, predict the reaction product. The product is: [C:6]([NH:9][C@H:10]([CH2:22][O:23][CH3:24])[C:11]([NH:13][CH2:14][C:15]1[CH:16]=[CH:17][C:18]([C:2]#[C:1][CH2:5][O:4][CH3:3])=[CH:19][CH:20]=1)=[O:12])(=[O:8])[CH3:7]. (2) Given the reactants O.O.Cl.[OH:4][C:5]1[NH:9][CH:8]=[N:7][C:6]=1[C:10]([NH2:12])=[O:11].C([O-])(=O)C.[Na+], predict the reaction product. The product is: [OH:4][C:5]1[NH:9][CH:8]=[N:7][C:6]=1[C:10]([NH2:12])=[O:11]. (3) Given the reactants C1(C2OC(C(F)(F)F)=C(C(O)=O)N=2)C=CC=CC=1.C(N1C2C(=CC([N+]([O-])=O)=CC=2)C(N)=N1)C.[NH2:34][C:35]1[C:43]2[C:38](=[CH:39][CH:40]=[C:41]([NH:44][C:45]([C:47]3[N:48]=[C:49]([C:56]4[CH:61]=[CH:60][CH:59]=[CH:58][CH:57]=4)[O:50][C:51]=3[C:52]([F:55])([F:54])[F:53])=[O:46])[CH:42]=2)[N:37]([CH2:62][CH2:63]C)[N:36]=1, predict the reaction product. The product is: [NH2:34][C:35]1[C:43]2[C:38](=[CH:39][CH:40]=[C:41]([NH:44][C:45]([C:47]3[N:48]=[C:49]([C:56]4[CH:61]=[CH:60][CH:59]=[CH:58][CH:57]=4)[O:50][C:51]=3[C:52]([F:55])([F:54])[F:53])=[O:46])[CH:42]=2)[N:37]([CH2:62][CH3:63])[N:36]=1.